Dataset: Catalyst prediction with 721,799 reactions and 888 catalyst types from USPTO. Task: Predict which catalyst facilitates the given reaction. (1) Reactant: [CH3:1][C:2]([CH3:8])([CH3:7])[CH2:3][C:4]([OH:6])=[O:5].O.[C:10](=[O:17])([S:14][CH2:15][CH3:16])[O:11][CH2:12]I. Product: [CH2:15]([S:14][C:10]([O:11][CH2:12][O:5][C:4](=[O:6])[CH2:3][C:2]([CH3:8])([CH3:7])[CH3:1])=[O:17])[CH3:16]. The catalyst class is: 4. (2) Reactant: [H-].[Na+].Cl.[CH3:4][O:5][C:6](=[O:11])[C@H:7]([CH2:9][OH:10])[NH2:8].Br[CH:13]1[C:18](=[O:19])[CH2:17][CH2:16][CH2:15][C:14]1=O.CN(C=O)C. Product: [O:19]=[C:18]1[C:17]2[O:10][CH2:9][CH:7]([C:6]([O:5][CH3:4])=[O:11])[NH:8][C:16]=2[CH2:15][CH2:14][CH2:13]1. The catalyst class is: 1. (3) Reactant: [CH3:1][C:2]1[O:3][C:4]2[CH:13]=[C:12]([O:14][C:15]3[C:24]4[C:19](=[CH:20][C:21]([O:25][CH2:26][CH2:27][N:28]5[CH2:32][CH2:31][CH2:30][CH2:29]5)=[CH:22][CH:23]=4)[N:18]=[CH:17][CH:16]=3)[CH:11]=[CH:10][C:5]=2[C:6]=1[C:7](O)=[O:8].[CH3:33][C:34]1[CH:39]=[C:38]([CH3:40])[N:37]=[C:36]([NH2:41])[CH:35]=1.CN(C(ON1N=NC2C=CC=NC1=2)=[N+](C)C)C.F[P-](F)(F)(F)(F)F.CCN(CC)CC. Product: [CH3:33][C:34]1[CH:39]=[C:38]([CH3:40])[N:37]=[C:36]([NH:41][C:7]([C:6]2[C:5]3[CH:10]=[CH:11][C:12]([O:14][C:15]4[C:24]5[C:19](=[CH:20][C:21]([O:25][CH2:26][CH2:27][N:28]6[CH2:32][CH2:31][CH2:30][CH2:29]6)=[CH:22][CH:23]=5)[N:18]=[CH:17][CH:16]=4)=[CH:13][C:4]=3[O:3][C:2]=2[CH3:1])=[O:8])[CH:35]=1. The catalyst class is: 3. (4) Reactant: [C:1]([Si:5]([O:8][CH2:9][C:10]([O:15][CH3:16])([CH3:14])[CH2:11][CH:12]=[CH2:13])([CH3:7])[CH3:6])([CH3:4])([CH3:3])[CH3:2].O.B1([O-])O[O:19]1.O.O.O.O.[Na+]. Product: [Si:5]([O:8][CH2:9][C:10]([O:15][CH3:16])([CH3:14])[CH2:11][CH2:12][CH2:13][OH:19])([C:1]([CH3:4])([CH3:3])[CH3:2])([CH3:6])[CH3:7]. The catalyst class is: 1. (5) Reactant: [CH2:1]([O:5][C:6]1[N:14]=[C:13]2[C:9]([N:10]=[C:11]([O:21]C)[N:12]2[CH2:15][CH:16]2[CH2:20][CH2:19][O:18][CH2:17]2)=[C:8]([NH2:23])[N:7]=1)[CH2:2][CH2:3][CH3:4].Cl. Product: [NH2:23][C:8]1[N:7]=[C:6]([O:5][CH2:1][CH2:2][CH2:3][CH3:4])[N:14]=[C:13]2[C:9]=1[NH:10][C:11](=[O:21])[N:12]2[CH2:15][CH:16]1[CH2:20][CH2:19][O:18][CH2:17]1. The catalyst class is: 71. (6) Reactant: Cl[C:2]1[CH:7]=[C:6]([NH:8][C:9]2[CH:14]=[CH:13][N:12]=[CH:11][N:10]=2)[C:5](=[O:15])[N:4]2[C:16]([CH3:21])([CH3:20])[NH:17][C:18](=[O:19])[C:3]=12.[CH3:22][S-:23].[Na+]. Product: [CH3:20][C:16]1([CH3:21])[N:4]2[C:5](=[O:15])[C:6]([NH:8][C:9]3[CH:14]=[CH:13][N:12]=[CH:11][N:10]=3)=[CH:7][C:2]([S:23][CH3:22])=[C:3]2[C:18](=[O:19])[NH:17]1. The catalyst class is: 9. (7) Reactant: [CH2:1]([O:8][C:9]1[CH:10]=[C:11]2[C:16](=[CH:17][CH:18]=1)[C:15](=[O:19])[N:14]([CH2:20][CH:21]([CH3:23])[CH3:22])[C:13]([CH2:24]Cl)=[C:12]2[C:26]1[CH:31]=[CH:30][CH:29]=[CH:28][CH:27]=1)[C:2]1[CH:7]=[CH:6][CH:5]=[CH:4][CH:3]=1.[C:32]1(=[O:42])[NH:36][C:35](=[O:37])[C:34]2=[CH:38][CH:39]=[CH:40][CH:41]=[C:33]12.[K].O. Product: [CH2:1]([O:8][C:9]1[CH:10]=[C:11]2[C:16](=[CH:17][CH:18]=1)[C:15](=[O:19])[N:14]([CH2:20][CH:21]([CH3:23])[CH3:22])[C:13]([CH2:24][N:36]1[C:32](=[O:42])[C:33]3[C:34](=[CH:38][CH:39]=[CH:40][CH:41]=3)[C:35]1=[O:37])=[C:12]2[C:26]1[CH:31]=[CH:30][CH:29]=[CH:28][CH:27]=1)[C:2]1[CH:7]=[CH:6][CH:5]=[CH:4][CH:3]=1. The catalyst class is: 9. (8) The catalyst class is: 73. Reactant: [CH2:1]([NH:3][C:4]([NH:6][C:7]1[CH:12]=[C:11]([C:13]2[S:14][CH:15]=[C:16]([C:18]([F:21])([F:20])[F:19])[N:17]=2)[C:10](B2OC(C)(C)C(C)(C)O2)=[CH:9][N:8]=1)=[O:5])[CH3:2].Br[C:32]1[CH:33]=[N+:34]([O-:38])[CH:35]=[CH:36][CH:37]=1.C(=O)([O-])[O-].[Cs+].[Cs+]. Product: [CH2:1]([NH:3][C:4](=[O:5])[NH:6][C:7]1[N:8]=[CH:9][C:10]([C:32]2[CH:33]=[N+:34]([O-:38])[CH:35]=[CH:36][CH:37]=2)=[C:11]([C:13]2[S:14][CH:15]=[C:16]([C:18]([F:19])([F:20])[F:21])[N:17]=2)[CH:12]=1)[CH3:2]. (9) Reactant: [H-].[Na+].[OH:3][CH:4]([C:15]1[CH:16]=[C:17]([CH3:21])[CH:18]=[CH:19][CH:20]=1)[C:5]1[CH:6]=[C:7]([CH:12]=[CH:13][CH:14]=1)[C:8]([O:10][CH3:11])=[O:9].Br[CH2:23][C:24]#[N:25]. Product: [C:24]([CH2:23][O:3][CH:4]([C:15]1[CH:16]=[C:17]([CH3:21])[CH:18]=[CH:19][CH:20]=1)[C:5]1[CH:6]=[C:7]([CH:12]=[CH:13][CH:14]=1)[C:8]([O:10][CH3:11])=[O:9])#[N:25]. The catalyst class is: 23.